From a dataset of NCI-60 drug combinations with 297,098 pairs across 59 cell lines. Regression. Given two drug SMILES strings and cell line genomic features, predict the synergy score measuring deviation from expected non-interaction effect. (1) Drug 1: CC1=CC2C(CCC3(C2CCC3(C(=O)C)OC(=O)C)C)C4(C1=CC(=O)CC4)C. Drug 2: CC1CCCC2(C(O2)CC(NC(=O)CC(C(C(=O)C(C1O)C)(C)C)O)C(=CC3=CSC(=N3)C)C)C. Cell line: NCI-H226. Synergy scores: CSS=1.84, Synergy_ZIP=2.42, Synergy_Bliss=6.29, Synergy_Loewe=-2.68, Synergy_HSA=0.531. (2) Drug 1: C1CN1P(=S)(N2CC2)N3CC3. Drug 2: CN1C(=O)N2C=NC(=C2N=N1)C(=O)N. Cell line: SW-620. Synergy scores: CSS=15.0, Synergy_ZIP=-0.792, Synergy_Bliss=0.967, Synergy_Loewe=0.798, Synergy_HSA=0.824.